Dataset: Forward reaction prediction with 1.9M reactions from USPTO patents (1976-2016). Task: Predict the product of the given reaction. (1) The product is: [CH:1]1[C:10]2[C:5](=[CH:6][CH:7]=[CH:8][CH:9]=2)[CH:4]=[CH:3][C:2]=1[CH:11]([NH:13][C:32]1[C:31]2[N:35]=[CH:36][N:37]([C:30]=2[N:29]=[CH:28][N:33]=1)[C@@H:38]1[O:42][C@H:41]([CH2:43][OH:44])[C@@H:40]([OH:45])[C@H:39]1[OH:46])[CH3:12]. Given the reactants [CH:1]1[C:10]2[C:5](=[CH:6][CH:7]=[CH:8][CH:9]=2)[CH:4]=[CH:3][C:2]=1[CH:11]([NH2:13])[CH3:12].Cl.C1C2C(=CC=CC=2)C=CC=1C(N)C.[CH:28]1[N:33]=[C:32](Cl)[C:31]2[N:35]=[CH:36][N:37]([C@@H:38]3[O:42][C@H:41]([CH2:43][OH:44])[C@@H:40]([OH:45])[C@H:39]3[OH:46])[C:30]=2[N:29]=1.C(N(CC)CC)C, predict the reaction product. (2) Given the reactants [CH2:1]([C:3]1[N:7]([C:8]2[C:9]([CH3:30])=[C:10]([CH:27]=[CH:28][CH:29]=2)[CH2:11][NH:12][C:13]2[CH:26]=[CH:25][C:16]3[C@H:17]([CH2:20][C:21]([O:23]C)=[O:22])[CH2:18][O:19][C:15]=3[CH:14]=2)[C:6]2[CH:31]=[C:32]([F:35])[CH:33]=[CH:34][C:5]=2[N:4]=1)[CH3:2].[OH-].[Na+].Cl, predict the reaction product. The product is: [CH2:1]([C:3]1[N:7]([C:8]2[C:9]([CH3:30])=[C:10]([CH:27]=[CH:28][CH:29]=2)[CH2:11][NH:12][C:13]2[CH:26]=[CH:25][C:16]3[C@H:17]([CH2:20][C:21]([OH:23])=[O:22])[CH2:18][O:19][C:15]=3[CH:14]=2)[C:6]2[CH:31]=[C:32]([F:35])[CH:33]=[CH:34][C:5]=2[N:4]=1)[CH3:2]. (3) Given the reactants [Li]CCCC.CCCCCC.Br[C:13]1[C:26]([O:27][CH2:28][C:29]2[CH:34]=[CH:33][C:32]([O:35][CH3:36])=[CH:31][CH:30]=2)=[CH:25][CH:24]=[CH:23][C:14]=1[CH2:15][O:16]C1CCCCO1.[B:37](OC(C)C)(OC(C)C)[O:38]C(C)C.Cl, predict the reaction product. The product is: [CH3:36][O:35][C:32]1[CH:33]=[CH:34][C:29]([CH2:28][O:27][C:26]2[C:13]3[B:37]([OH:38])[O:16][CH2:15][C:14]=3[CH:23]=[CH:24][CH:25]=2)=[CH:30][CH:31]=1. (4) The product is: [CH3:34][N:35]1[CH2:37][CH2:21][N:20]([CH2:19][C:18]2[CH:17]=[CH:27][C:28]([NH:30][C:9]([C:5]3[C:4]([N+:1]([O-:3])=[O:2])=[CH:8][NH:7][N:6]=3)=[O:11])=[CH:29][CH:24]=2)[CH2:22][CH2:36]1. Given the reactants [N+:1]([C:4]1[C:5]([C:9]([OH:11])=O)=[N:6][NH:7][CH:8]=1)([O-:3])=[O:2].CCN=C=N[CH2:17][CH2:18][CH2:19][N:20]([CH3:22])[CH3:21].Cl.[CH:24]1C=C[C:27]2N(O)N=[N:30][C:28]=2[CH:29]=1.[CH3:34][N:35]([CH:37]=O)[CH3:36], predict the reaction product. (5) Given the reactants F[C:2]1[CH:3]=[N:4][CH:5]=[CH:6][C:7]=1[C:8]1[O:9][C:10]2[CH:16]=[CH:15][C:14]([C:17]([F:20])([F:19])[F:18])=[CH:13][C:11]=2[N:12]=1.[Br:21][C:22]1[CH:26]=[CH:25][NH:24][N:23]=1.C(=O)([O-])[O-].[K+].[K+].CN(C=O)C, predict the reaction product. The product is: [Br:21][C:22]1[CH:26]=[CH:25][N:24]([C:2]2[CH:3]=[N:4][CH:5]=[CH:6][C:7]=2[C:8]2[O:9][C:10]3[CH:16]=[CH:15][C:14]([C:17]([F:20])([F:19])[F:18])=[CH:13][C:11]=3[N:12]=2)[N:23]=1. (6) Given the reactants [CH2:1]([N:8]1[CH2:12][CH2:11][C:10]([OH:16])([C:13]([OH:15])=O)[C:9]1=[O:17])[C:2]1[CH:7]=[CH:6][CH:5]=[CH:4][CH:3]=1.[CH2:18]1[C:26]2[C:21](=[CH:22][CH:23]=[CH:24][CH:25]=2)[CH2:20][NH:19]1.CN1CCOCC1, predict the reaction product. The product is: [CH2:1]([N:8]1[CH2:12][CH2:11][C:10]([C:13]([N:19]2[CH2:20][C:21]3[C:26](=[CH:25][CH:24]=[CH:23][CH:22]=3)[CH2:18]2)=[O:15])([OH:16])[C:9]1=[O:17])[C:2]1[CH:3]=[CH:4][CH:5]=[CH:6][CH:7]=1.